Dataset: Peptide-MHC class I binding affinity with 185,985 pairs from IEDB/IMGT. Task: Regression. Given a peptide amino acid sequence and an MHC pseudo amino acid sequence, predict their binding affinity value. This is MHC class I binding data. (1) The peptide sequence is ARPKRWLL. The MHC is HLA-A68:02 with pseudo-sequence HLA-A68:02. The binding affinity (normalized) is 0. (2) The peptide sequence is TYLSSSLFL. The MHC is HLA-A24:03 with pseudo-sequence HLA-A24:03. The binding affinity (normalized) is 1.00. (3) The peptide sequence is NPAACSYMV. The MHC is HLA-B58:01 with pseudo-sequence HLA-B58:01. The binding affinity (normalized) is 0.213. (4) The peptide sequence is KQIQRVETW. The MHC is HLA-A24:02 with pseudo-sequence HLA-A24:02. The binding affinity (normalized) is 0.163. (5) The peptide sequence is VMAPRTLVL. The MHC is BoLA-JSP.1 with pseudo-sequence BoLA-JSP.1. The binding affinity (normalized) is 0.415. (6) The peptide sequence is LQDIVNEHDI. The MHC is HLA-A26:01 with pseudo-sequence HLA-A26:01. The binding affinity (normalized) is 0. (7) The peptide sequence is IIPKIKAYL. The MHC is Mamu-A11 with pseudo-sequence Mamu-A11. The binding affinity (normalized) is 0.399.